From a dataset of Reaction yield outcomes from USPTO patents with 853,638 reactions. Predict the reaction yield, written as a fraction of the theoretical maximum amount of product (1.0 means a 100% yield; for example, 0.34 means a 34% yield). (1) The reactants are [CH3:1][N:2]([CH2:18][C@:19]1([CH3:30])[O:23][C:22]2=[N:24][C:25]([N+:27]([O-:29])=[O:28])=[CH:26][N:21]2[CH2:20]1)[CH2:3][CH2:4][N:5]1[CH2:10][CH2:9][N:8]([C:11]([O:13]C(C)(C)C)=[O:12])[CH2:7][CH2:6]1.FC(F)(F)C(O)=O.[F:38][C:39]([F:49])([F:48])[C:40]1[CH:47]=[CH:46][C:43]([CH2:44]O)=[CH:42][CH:41]=1.C(N1C=CN=C1)(N1C=CN=C1)=O. The catalyst is C(Cl)Cl.CN(C=O)C.O. The product is [CH3:1][N:2]([CH2:18][C@:19]1([CH3:30])[O:23][C:22]2=[N:24][C:25]([N+:27]([O-:29])=[O:28])=[CH:26][N:21]2[CH2:20]1)[CH2:3][CH2:4][N:5]1[CH2:10][CH2:9][N:8]([C:11]([O:13][CH2:44][C:43]2[CH:42]=[CH:41][C:40]([C:39]([F:38])([F:48])[F:49])=[CH:47][CH:46]=2)=[O:12])[CH2:7][CH2:6]1. The yield is 0.530. (2) The reactants are [Cl:1][C:2]1[C:3]([N:8]2[C:12]([C:13]3[O:22][C:21](=[O:23])[C:20]4[C:15](=[CH:16][CH:17]=[C:18]5[CH:26]=[CH:25][NH:24][C:19]5=4)[N:14]=3)=[CH:11][C:10]([C:27]([F:30])([F:29])[F:28])=[N:9]2)=[N:4][CH:5]=[CH:6][CH:7]=1.[CH:31]([NH2:34])([CH3:33])[CH3:32]. The catalyst is O1CCCC1. The product is [CH:31]([NH:34][C:21]([C:20]1[C:15]([NH:14][C:13]([C:12]2[N:8]([C:3]3[C:2]([Cl:1])=[CH:7][CH:6]=[CH:5][N:4]=3)[N:9]=[C:10]([C:27]([F:29])([F:28])[F:30])[CH:11]=2)=[O:22])=[CH:16][CH:17]=[C:18]2[C:19]=1[NH:24][CH:25]=[CH:26]2)=[O:23])([CH3:33])[CH3:32]. The yield is 0.160. (3) The product is [CH:26]1([CH:29]([OH:30])[CH2:21][C:20]([C:15]2[CH:16]=[CH:17][CH:18]=[CH:19][C:14]=2[I:13])=[O:22])[CH2:27][CH2:28][CH2:23][CH2:24][CH2:25]1. The yield is 0.780. The reactants are C(NC(C)C)(C)C.[Li]CCCC.[I:13][C:14]1[CH:19]=[CH:18][CH:17]=[CH:16][C:15]=1[C:20](=[O:22])[CH3:21].[CH2:23]1[CH2:28][CH2:27][CH:26]([CH:29]=[O:30])[CH2:25][CH2:24]1. The catalyst is C1COCC1. (4) The reactants are [CH3:1][N:2]([C:4]([N:6]1[CH2:11][CH2:10][N:9](C(OC(C)(C)C)=O)[CH2:8][CH2:7]1)=S)[NH2:3].Br[CH2:20][C:21]([C:23]1[CH:28]=[CH:27][C:26]([F:29])=[CH:25][CH:24]=1)=O.Cl. The catalyst is C(O)C. The product is [F:29][C:26]1[CH:27]=[CH:28][C:23]([C:21]2[CH:20]=[C:4]([N:6]3[CH2:7][CH2:8][NH:9][CH2:10][CH2:11]3)[N:2]([CH3:1])[N:3]=2)=[CH:24][CH:25]=1. The yield is 0.555. (5) The reactants are Cl.O1CCOCC1.CN(C(ON1N=NC2C=CC=NC1=2)=[N+](C)C)C.F[P-](F)(F)(F)(F)F.Cl.[C:33]([C:36]1[CH:37]=[CH:38][C:39]([CH3:50])=[C:40]([NH:42][C:43]([C@@H:45]2[CH2:49][CH2:48][CH2:47][NH:46]2)=[O:44])[CH:41]=1)(=[O:35])[CH3:34].[CH3:51][O:52][C:53]([NH:55][C@H:56]([C:60]1[CH:65]=[CH:64][CH:63]=[CH:62][CH:61]=1)[C:57](O)=[O:58])=[O:54].CCN(C(C)C)C(C)C. The catalyst is CO.CN(C)C=O. The product is [C:33]([C:36]1[CH:37]=[CH:38][C:39]([CH3:50])=[C:40]([NH:42][C:43]([C@@H:45]2[CH2:49][CH2:48][CH2:47][N:46]2[C:57](=[O:58])[C@H:56]([NH:55][C:53](=[O:54])[O:52][CH3:51])[C:60]2[CH:65]=[CH:64][CH:63]=[CH:62][CH:61]=2)=[O:44])[CH:41]=1)(=[O:35])[CH3:34]. The yield is 0.870. (6) The reactants are C1(C)C=CC=CC=1.[CH3:8][C:9]1[CH:10]=[C:11]([CH2:21][OH:22])[CH:12]=[C:13]([N+:18]([O-:20])=[O:19])[C:14]=1[N+:15]([O-:17])=[O:16]. The catalyst is C(Cl)(Cl)Cl.[O-2].[Mn+4].[O-2]. The product is [CH3:8][C:9]1[CH:10]=[C:11]([CH:12]=[C:13]([N+:18]([O-:20])=[O:19])[C:14]=1[N+:15]([O-:17])=[O:16])[CH:21]=[O:22]. The yield is 0.440.